Dataset: Peptide-MHC class I binding affinity with 185,985 pairs from IEDB/IMGT. Task: Regression. Given a peptide amino acid sequence and an MHC pseudo amino acid sequence, predict their binding affinity value. This is MHC class I binding data. (1) The peptide sequence is RAIEAQQHL. The binding affinity (normalized) is 0.0300. The MHC is HLA-A24:02 with pseudo-sequence HLA-A24:02. (2) The peptide sequence is TVRPGNKGY. The MHC is HLA-A26:03 with pseudo-sequence HLA-A26:03. The binding affinity (normalized) is 0.495. (3) The peptide sequence is GAFDLSHFL. The binding affinity (normalized) is 0. The MHC is HLA-B57:01 with pseudo-sequence HLA-B57:01. (4) The peptide sequence is FPRDPVSTF. The MHC is HLA-A26:01 with pseudo-sequence HLA-A26:01. The binding affinity (normalized) is 0.0847.